Predict the reactants needed to synthesize the given product. From a dataset of Full USPTO retrosynthesis dataset with 1.9M reactions from patents (1976-2016). (1) The reactants are: [C:1]([O:5][C:6]([N:8]1[CH2:13][CH2:12][CH:11]([C:14]2[CH:15]=[C:16]3[C:25](=[CH:26][C:27]=2Br)[O:24][CH2:23][C:22]2[N:17]3[CH:18]([CH3:30])[C:19](=[O:29])[NH:20][N:21]=2)[CH2:10][CH2:9]1)=[O:7])([CH3:4])([CH3:3])[CH3:2].[CH3:31][C:32]1(C)[C:36](C)(C)OB(C(C)=C)O1.C([O-])([O-])=O.[K+].[K+]. Given the product [C:1]([O:5][C:6]([N:8]1[CH2:13][CH2:12][CH:11]([C:14]2[CH:15]=[C:16]3[C:25](=[CH:26][C:27]=2[C:32]([CH3:36])=[CH2:31])[O:24][CH2:23][C:22]2[N:17]3[CH:18]([CH3:30])[C:19](=[O:29])[NH:20][N:21]=2)[CH2:10][CH2:9]1)=[O:7])([CH3:4])([CH3:3])[CH3:2], predict the reactants needed to synthesize it. (2) Given the product [CH:33]1([CH2:32][N:19]([CH2:18][CH:13]2[CH2:14][CH2:15][CH2:16][CH2:17]2)[C@@H:20]([C@@H:30]([OH:31])[C:6]2[CH:7]=[CH:8][C:3]([C:2]([F:12])([F:11])[F:1])=[CH:4][CH:5]=2)[CH2:21][CH2:22]/[CH:23]=[CH:24]/[C:25]([O:27][CH2:28][CH3:29])=[O:26])[CH2:34][CH2:35][CH2:36][CH2:37]1, predict the reactants needed to synthesize it. The reactants are: [F:1][C:2]([F:12])([F:11])[C:3]1[CH:8]=[CH:7][C:6]([Mg]Br)=[CH:5][CH:4]=1.[CH:13]1([CH2:18][N:19]([CH2:32][CH:33]2[CH2:37][CH2:36][CH2:35][CH2:34]2)[C@@H:20]([CH:30]=[O:31])[CH2:21][CH2:22]/[CH:23]=[CH:24]/[C:25]([O:27][CH2:28][CH3:29])=[O:26])[CH2:17][CH2:16][CH2:15][CH2:14]1. (3) Given the product [C:30]([NH:34][C:35](=[O:36])[N:10]([CH2:11][C:12]1[CH:20]=[CH:19][CH:18]=[C:17]2[C:13]=1[CH2:14][N:15]([CH:22]1[CH2:27][CH2:26][C:25](=[O:28])[NH:24][C:23]1=[O:29])[C:16]2=[O:21])[CH3:9])([CH3:33])([CH3:32])[CH3:31], predict the reactants needed to synthesize it. The reactants are: C(N(CC)CC)C.Cl.[CH3:9][NH:10][CH2:11][C:12]1[CH:20]=[CH:19][CH:18]=[C:17]2[C:13]=1[CH2:14][N:15]([CH:22]1[CH2:27][CH2:26][C:25](=[O:28])[NH:24][C:23]1=[O:29])[C:16]2=[O:21].[C:30]([N:34]=[C:35]=[O:36])([CH3:33])([CH3:32])[CH3:31].